Dataset: Reaction yield outcomes from USPTO patents with 853,638 reactions. Task: Predict the reaction yield, written as a fraction of the theoretical maximum amount of product (1.0 means a 100% yield; for example, 0.34 means a 34% yield). (1) The reactants are [Br:1][C:2]1[C:3]([O:9][CH2:10][CH3:11])=[CH:4][C:5](Cl)=[N:6][CH:7]=1.[CH3:12][O:13][C:14]1[CH:19]=[CH:18][C:17]([CH2:20][OH:21])=[CH:16][CH:15]=1.[OH-].[K+].C1OCCOCCOCCOCCOCCOC1. The catalyst is C1(C)C=CC=CC=1.[Cl-].[Na+].O.COC(C)(C)C. The product is [Br:1][C:2]1[C:3]([O:9][CH2:10][CH3:11])=[CH:4][C:5]([O:21][CH2:20][C:17]2[CH:18]=[CH:19][C:14]([O:13][CH3:12])=[CH:15][CH:16]=2)=[N:6][CH:7]=1. The yield is 0.700. (2) The yield is 0.820. The catalyst is COCCOC.C1C=CC([P]([Pd]([P](C2C=CC=CC=2)(C2C=CC=CC=2)C2C=CC=CC=2)([P](C2C=CC=CC=2)(C2C=CC=CC=2)C2C=CC=CC=2)[P](C2C=CC=CC=2)(C2C=CC=CC=2)C2C=CC=CC=2)(C2C=CC=CC=2)C2C=CC=CC=2)=CC=1. The reactants are Br[C:2]1[S:6][C:5]([C:7]([C:9]2[CH:17]=[C:16]3[C:12]([CH:13]=[C:14]([C:33]4[CH:48]=[CH:47][C:36]([C:37]([O:39][CH2:40][C:41]5[CH:46]=[CH:45][CH:44]=[CH:43][CH:42]=5)=[O:38])=[CH:35][CH:34]=4)[N:15]3[CH2:18][CH2:19][CH2:20][CH2:21][N:22]3[C:30](=[O:31])[C:29]4[C:24](=[CH:25][CH:26]=[CH:27][CH:28]=4)[C:23]3=[O:32])=[CH:11][CH:10]=2)=[O:8])=[CH:4][C:3]=1[CH2:49][C:50]([O:52][CH2:53][CH3:54])=[O:51].[F-].[Cs+].[OH:57][C:58]1[CH:59]=[C:60](B(O)O)[CH:61]=[CH:62][CH:63]=1.O. The product is [O:31]=[C:30]1[C:29]2[C:24](=[CH:25][CH:26]=[CH:27][CH:28]=2)[C:23](=[O:32])[N:22]1[CH2:21][CH2:20][CH2:19][CH2:18][N:15]1[C:16]2[C:12](=[CH:11][CH:10]=[C:9]([C:7]([C:5]3[S:6][C:2]([C:62]4[CH:61]=[CH:60][CH:59]=[C:58]([OH:57])[CH:63]=4)=[C:3]([CH2:49][C:50]([O:52][CH2:53][CH3:54])=[O:51])[CH:4]=3)=[O:8])[CH:17]=2)[CH:13]=[C:14]1[C:33]1[CH:48]=[CH:47][C:36]([C:37]([O:39][CH2:40][C:41]2[CH:42]=[CH:43][CH:44]=[CH:45][CH:46]=2)=[O:38])=[CH:35][CH:34]=1.